This data is from Full USPTO retrosynthesis dataset with 1.9M reactions from patents (1976-2016). The task is: Predict the reactants needed to synthesize the given product. (1) Given the product [N+:23]([C:5]1[S:1][C:2]([C:6]2[CH:7]=[CH:8][C:9]([N:12]3[CH2:17][CH2:16][O:15][CH2:14][CH2:13]3)=[CH:10][CH:11]=2)=[N:3][CH:4]=1)([O-:25])=[O:24], predict the reactants needed to synthesize it. The reactants are: [S:1]1[CH:5]=[CH:4][N:3]=[C:2]1[C:6]1[CH:11]=[CH:10][C:9]([N:12]2[CH2:17][CH2:16][O:15][CH2:14][CH2:13]2)=[CH:8][CH:7]=1.S(=O)(=O)(O)O.[N+:23]([O-])([OH:25])=[O:24]. (2) Given the product [CH2:17]([O:16][C:14]([C:2]1[N:7]=[CH:6][N:5]=[C:4]([NH2:8])[CH:3]=1)=[CH2:15])[CH3:18], predict the reactants needed to synthesize it. The reactants are: Cl[C:2]1[N:7]=[CH:6][N:5]=[C:4]([NH2:8])[CH:3]=1.C([Sn](CCCC)(CCCC)[C:14]([O:16][CH2:17][CH3:18])=[CH2:15])CCC. (3) Given the product [N:14]1[CH:15]=[C:16]([CH2:23][N:33]2[CH2:34][CH:35]([C:41]3[CH:46]=[CH:45][CH:44]=[CH:43][CH:42]=3)[CH2:36][C:37]2=[O:38])[N:17]2[CH:22]=[CH:21][CH:20]=[CH:19][C:18]=12, predict the reactants needed to synthesize it. The reactants are: NC1C=CC=CN=1.BrC(C=O)C=O.[N:14]1[CH:15]=[C:16]([CH:23]=O)[N:17]2[CH:22]=[CH:21][CH:20]=[CH:19][C:18]=12.C(N(CC)CC)C.Cl.[NH2:33][CH2:34][CH:35]([C:41]1[CH:46]=[CH:45][CH:44]=[CH:43][CH:42]=1)[CH2:36][C:37](OC)=[O:38]. (4) Given the product [Cl:17][C:18]1[S:22][C:21]([C:23]2[CH:28]=[CH:27][C:26]([O:1][CH2:2][C@@H:3]3[C@@H:8]([NH:9][C:10](=[O:16])[O:11][C:12]([CH3:13])([CH3:15])[CH3:14])[CH2:7][CH2:6][O:5][CH2:4]3)=[CH:25][CH:24]=2)=[N:20][CH:19]=1, predict the reactants needed to synthesize it. The reactants are: [OH:1][CH2:2][C@@H:3]1[C@@H:8]([NH:9][C:10](=[O:16])[O:11][C:12]([CH3:15])([CH3:14])[CH3:13])[CH2:7][CH2:6][O:5][CH2:4]1.[Cl:17][C:18]1[S:22][C:21]([C:23]2[CH:28]=[CH:27][C:26](O)=[CH:25][CH:24]=2)=[N:20][CH:19]=1.P(CCCC)(CCCC)CCCC.C1CCN(C(N=NC(N2CCCCC2)=O)=O)CC1.[OH-].[Na+]. (5) Given the product [I:13][C:4]1[CH:5]=[C:6]([N+:10]([O-:12])=[O:11])[C:7]([NH2:9])=[N:8][C:3]=1[O:2][CH3:1], predict the reactants needed to synthesize it. The reactants are: [CH3:1][O:2][C:3]1[N:8]=[C:7]([NH2:9])[C:6]([N+:10]([O-:12])=[O:11])=[CH:5][CH:4]=1.[I:13]N1C(=O)CCC1=O. (6) Given the product [CH3:44][O:43][CH2:42][CH2:41][C:30]1[N:31]([CH2:32][CH2:33][CH2:34][N:35]2[CH2:39][CH2:38][CH2:37][C:36]2=[O:40])[C:22]2[C:21]3[CH:20]=[C:19]([CH:15]=[CH:14][C:13]([N:12]([CH3:17])[CH3:11])=[O:16])[CH:28]=[CH:27][C:26]=3[N:25]=[CH:24][C:23]=2[N:29]=1, predict the reactants needed to synthesize it. The reactants are: C(#N)C.C(N(CC)CC)C.[CH3:11][N:12]([CH3:17])[C:13](=[O:16])[CH:14]=[CH2:15].Br[C:19]1[CH:28]=[CH:27][C:26]2[N:25]=[CH:24][C:23]3[N:29]=[C:30]([CH2:41][CH2:42][O:43][CH3:44])[N:31]([CH2:32][CH2:33][CH2:34][N:35]4[CH2:39][CH2:38][CH2:37][C:36]4=[O:40])[C:22]=3[C:21]=2[CH:20]=1. (7) Given the product [CH2:1]([O:3][C:4]([C:6]1[O:7][C:8]2[CH:15]=[CH:14][CH:13]=[C:12]([C:16]3[O:34][N:33]=[C:36]([CH3:37])[CH:17]=3)[C:9]=2[C:10]=1[CH3:11])=[O:5])[CH3:2], predict the reactants needed to synthesize it. The reactants are: [CH2:1]([O:3][C:4]([C:6]1[O:7][C:8]2[CH:15]=[CH:14][CH:13]=[C:12]([C:16]#[CH:17])[C:9]=2[C:10]=1[CH3:11])=[O:5])[CH3:2].C(OC(OC(C)(C)C)=O)(OC(C)(C)C)=O.[N+:33]([CH2:36][CH3:37])([O-])=[O:34]. (8) Given the product [CH:1]1([CH2:7][NH:12][CH2:11][CH2:9][OH:10])[CH2:6][CH2:5][CH2:4][CH2:3][CH2:2]1, predict the reactants needed to synthesize it. The reactants are: [CH:1]1([CH2:7]Br)[CH2:6][CH2:5][CH2:4][CH2:3][CH2:2]1.[CH2:9]([CH2:11][NH2:12])[OH:10].